This data is from Catalyst prediction with 721,799 reactions and 888 catalyst types from USPTO. The task is: Predict which catalyst facilitates the given reaction. Reactant: [CH2:1]([N:8]1[C:16]2[C:15]3=[N:17][C@H:18]([CH2:20][C:21]4[CH:26]=[CH:25][CH:24]=[CH:23][CH:22]=4)[CH2:19][N:14]3[C:13](=[O:27])[NH:12][C:11]=2[N:10]=[C:9]1[CH:28]1[CH2:32][CH2:31][CH2:30][CH2:29]1)[C:2]1[CH:7]=[CH:6][CH:5]=[CH:4][CH:3]=1.C(=O)([O-])[O-].[K+].[K+].[CH3:39][O:40][C:41](=[O:44])[CH2:42]Br. Product: [CH2:1]([N:8]1[C:16]2[C:15]3=[N:17][C@H:18]([CH2:20][C:21]4[CH:26]=[CH:25][CH:24]=[CH:23][CH:22]=4)[CH2:19][N:14]3[C:13](=[O:27])[N:12]([CH2:42][C:41]([O:40][CH3:39])=[O:44])[C:11]=2[N:10]=[C:9]1[CH:28]1[CH2:32][CH2:31][CH2:30][CH2:29]1)[C:2]1[CH:3]=[CH:4][CH:5]=[CH:6][CH:7]=1. The catalyst class is: 9.